This data is from Aqueous solubility values for 9,982 compounds from the AqSolDB database. The task is: Regression/Classification. Given a drug SMILES string, predict its absorption, distribution, metabolism, or excretion properties. Task type varies by dataset: regression for continuous measurements (e.g., permeability, clearance, half-life) or binary classification for categorical outcomes (e.g., BBB penetration, CYP inhibition). For this dataset (solubility_aqsoldb), we predict Y. (1) The Y is -4.59 log mol/L. The drug is O=[N+]([O-])c1ccc(CCc2ccc([N+](=O)[O-])cc2)cc1. (2) The drug is CCNc1cc(C#N)c(N)c2c1C(=O)c1ccccc1C2=O. The Y is -7.64 log mol/L. (3) The molecule is C1O[C@@H]1[C@H]1CO1. The Y is 1.06 log mol/L. (4) The drug is O=C(CS)Nc1ccc2ccccc2c1. The Y is -3.34 log mol/L. (5) The drug is CC(=O)NC(Cc1ccc(OC(C)=O)cc1)C(N)=O. The Y is -1.90 log mol/L. (6) The compound is NC(N)=O. The Y is 0.958 log mol/L. (7) The molecule is COc1cc(N=Nc2c(Br)cc([N+](=O)[O-])cc2[N+](=O)[O-])c(NC(C)=O)cc1N(CCOC(C)=O)CCOC(C)=O. The Y is -5.50 log mol/L.